From a dataset of Catalyst prediction with 721,799 reactions and 888 catalyst types from USPTO. Predict which catalyst facilitates the given reaction. (1) Reactant: [H-].[Na+].[F:3][C:4]([F:18])([F:17])[C:5]1[CH:10]=[CH:9][N:8]=[C:7]([C:11]2[NH:12][O:13][C:14](=[O:16])[N:15]=2)[CH:6]=1.[Br:19][C:20]1[CH:21]=[C:22]([CH:28]=[CH:29][CH:30]=1)[C:23]([O:25][CH2:26]Cl)=[O:24].[Cl-].[NH4+]. Product: [Br:19][C:20]1[CH:21]=[C:22]([CH:28]=[CH:29][CH:30]=1)[C:23]([O:25][CH2:26][N:15]1[C:14](=[O:16])[O:13][N:12]=[C:11]1[C:7]1[CH:6]=[C:5]([C:4]([F:3])([F:17])[F:18])[CH:10]=[CH:9][N:8]=1)=[O:24]. The catalyst class is: 9. (2) Reactant: N1CCC(C2C3C(=C(C(N)=O)C=C(C4SC=CC=4)C=3)NC=2)CC1.[NH2:24][C:25]([C:27]1[CH:28]=[C:29]([C:49]2[CH:53]=[CH:52][S:51][CH:50]=2)[CH:30]=[C:31]2[C:35]=1[NH:34][CH:33]=[C:32]2[CH:36]1[CH2:41][CH2:40][N:39](C(OC(C)(C)C)=O)[CH2:38][CH2:37]1)=[O:26].Cl. Product: [NH:39]1[CH2:40][CH2:41][CH:36]([C:32]2[C:31]3[C:35](=[C:27]([C:25]([NH2:24])=[O:26])[CH:28]=[C:29]([C:49]4[CH:53]=[CH:52][S:51][CH:50]=4)[CH:30]=3)[NH:34][CH:33]=2)[CH2:37][CH2:38]1. The catalyst class is: 5. (3) Reactant: [CH2:1]([C@H:8]1[CH2:12][O:11][C:10](=[O:13])[N:9]1[C:14]([CH:16]([CH2:25][CH2:26][OH:27])[CH2:17][C:18]([O:20][C:21]([CH3:24])([CH3:23])[CH3:22])=[O:19])=[O:15])[C:2]1[CH:7]=[CH:6][CH:5]=[CH:4][CH:3]=1.CN(C=O)C.N1C=CN=C1.[C:38]([Si:42](Cl)([C:49]1[CH:54]=[CH:53][CH:52]=[CH:51][CH:50]=1)[C:43]1[CH:48]=[CH:47][CH:46]=[CH:45][CH:44]=1)([CH3:41])([CH3:40])[CH3:39]. Product: [CH2:1]([C@H:8]1[CH2:12][O:11][C:10](=[O:13])[N:9]1[C:14]([CH:16]([CH2:25][CH2:26][O:27][Si:42]([C:38]([CH3:41])([CH3:40])[CH3:39])([C:49]1[CH:50]=[CH:51][CH:52]=[CH:53][CH:54]=1)[C:43]1[CH:48]=[CH:47][CH:46]=[CH:45][CH:44]=1)[CH2:17][C:18]([O:20][C:21]([CH3:23])([CH3:22])[CH3:24])=[O:19])=[O:15])[C:2]1[CH:3]=[CH:4][CH:5]=[CH:6][CH:7]=1. The catalyst class is: 6. (4) Reactant: [Cl:1][C:2]1[C:3]2[NH:10][CH:9]=[CH:8][C:4]=2[N:5]=[CH:6][N:7]=1.C(=O)([O-])[O-].[Cs+].[Cs+].[C:17]([O:20][CH2:21][CH2:22][CH2:23][CH2:24]Br)(=[O:19])[CH3:18].C(=O)([O-])O.[Na+]. Product: [C:17]([O:20][CH2:21][CH2:22][CH2:23][CH2:24][N:10]1[C:3]2[C:2]([Cl:1])=[N:7][CH:6]=[N:5][C:4]=2[CH:8]=[CH:9]1)(=[O:19])[CH3:18]. The catalyst class is: 9. (5) Reactant: Cl[C:2]1[C:11]2[C:6](=[CH:7][CH:8]=[C:9]([C:12]3[CH:17]=[CH:16][C:15]([F:18])=[CH:14][CH:13]=3)[CH:10]=2)[N:5]=[CH:4][N:3]=1.[NH3:19]. Product: [NH2:19][C:2]1[C:11]2[C:6](=[CH:7][CH:8]=[C:9]([C:12]3[CH:17]=[CH:16][C:15]([F:18])=[CH:14][CH:13]=3)[CH:10]=2)[N:5]=[CH:4][N:3]=1. The catalyst class is: 5.